This data is from Peptide-MHC class II binding affinity with 134,281 pairs from IEDB. The task is: Regression. Given a peptide amino acid sequence and an MHC pseudo amino acid sequence, predict their binding affinity value. This is MHC class II binding data. (1) The peptide sequence is DVCGMFTNRSGSQQWR. The MHC is DRB4_0101 with pseudo-sequence DRB4_0103. The binding affinity (normalized) is 0.0864. (2) The peptide sequence is YEVAIFVHGPTTVES. The MHC is DRB1_1101 with pseudo-sequence DRB1_1101. The binding affinity (normalized) is 0.369. (3) The peptide sequence is IKGTAPFETHANRIV. The MHC is DRB1_1201 with pseudo-sequence DRB1_1201. The binding affinity (normalized) is 0.0116. (4) The peptide sequence is AAATAGTTVYGCFAA. The MHC is HLA-DQA10401-DQB10402 with pseudo-sequence HLA-DQA10401-DQB10402. The binding affinity (normalized) is 0.368.